Dataset: NCI-60 drug combinations with 297,098 pairs across 59 cell lines. Task: Regression. Given two drug SMILES strings and cell line genomic features, predict the synergy score measuring deviation from expected non-interaction effect. (1) Drug 1: CN(C(=O)NC(C=O)C(C(C(CO)O)O)O)N=O. Drug 2: C1C(C(OC1N2C=NC3=C2NC=NCC3O)CO)O. Cell line: OVCAR-5. Synergy scores: CSS=55.5, Synergy_ZIP=1.89, Synergy_Bliss=1.40, Synergy_Loewe=0.495, Synergy_HSA=1.73. (2) Drug 1: CNC(=O)C1=NC=CC(=C1)OC2=CC=C(C=C2)NC(=O)NC3=CC(=C(C=C3)Cl)C(F)(F)F. Drug 2: CC1C(C(CC(O1)OC2CC(CC3=C2C(=C4C(=C3O)C(=O)C5=C(C4=O)C(=CC=C5)OC)O)(C(=O)CO)O)N)O.Cl. Cell line: T-47D. Synergy scores: CSS=44.0, Synergy_ZIP=-1.71, Synergy_Bliss=0.881, Synergy_Loewe=-10.0, Synergy_HSA=3.14. (3) Drug 1: C1CCC(CC1)NC(=O)N(CCCl)N=O. Drug 2: C1C(C(OC1N2C=NC(=NC2=O)N)CO)O. Cell line: CAKI-1. Synergy scores: CSS=40.4, Synergy_ZIP=-7.25, Synergy_Bliss=-1.05, Synergy_Loewe=4.61, Synergy_HSA=5.23. (4) Drug 1: CC1=C(C=C(C=C1)C(=O)NC2=CC(=CC(=C2)C(F)(F)F)N3C=C(N=C3)C)NC4=NC=CC(=N4)C5=CN=CC=C5. Drug 2: C1C(C(OC1N2C=NC(=NC2=O)N)CO)O. Cell line: LOX IMVI. Synergy scores: CSS=2.72, Synergy_ZIP=-5.06, Synergy_Bliss=-2.68, Synergy_Loewe=-5.05, Synergy_HSA=-3.92.